Regression. Given a peptide amino acid sequence and an MHC pseudo amino acid sequence, predict their binding affinity value. This is MHC class II binding data. From a dataset of Peptide-MHC class II binding affinity with 134,281 pairs from IEDB. (1) The peptide sequence is HKKYFAATQFEPLAA. The MHC is HLA-DPA10201-DPB10501 with pseudo-sequence HLA-DPA10201-DPB10501. The binding affinity (normalized) is 0.595. (2) The peptide sequence is LKLREVYTQLCDHRL. The MHC is DRB1_0404 with pseudo-sequence DRB1_0404. The binding affinity (normalized) is 0.434. (3) The peptide sequence is IQYVNYWFAPGAGAA. The MHC is HLA-DQA10501-DQB10301 with pseudo-sequence HLA-DQA10501-DQB10301. The binding affinity (normalized) is 0.764. (4) The peptide sequence is GTILVKVEYKGEDAP. The MHC is DRB1_0404 with pseudo-sequence DRB1_0404. The binding affinity (normalized) is 0. (5) The peptide sequence is ITAHLKRLWKMLDPR. The MHC is HLA-DQA10501-DQB10402 with pseudo-sequence HLA-DQA10501-DQB10402. The binding affinity (normalized) is 0.